From a dataset of Forward reaction prediction with 1.9M reactions from USPTO patents (1976-2016). Predict the product of the given reaction. (1) Given the reactants [CH3:1][O:2][CH2:3][CH2:4][CH2:5][CH2:6][C:7](=[O:13])[CH2:8][C:9]([O:11][CH3:12])=[O:10].C(NC1C=CC(S([N:27]=[N+:28]=[N-])(=O)=O)=CC=1)(=O)C.C(N(CC)CC)C, predict the reaction product. The product is: [N+:27](=[C:8]([C:7](=[O:13])[CH2:6][CH2:5][CH2:4][CH2:3][O:2][CH3:1])[C:9]([O:11][CH3:12])=[O:10])=[N-:28]. (2) Given the reactants Br[C:2]1[CH:3]=[C:4]2[C:9](=[CH:10][CH:11]=1)[N:8]=[CH:7][C:6]([CH:12]=[CH:13][C:14]([O:16][CH3:17])=[O:15])=[CH:5]2.[CH3:18][C:19]1[CH:24]=[CH:23][CH:22]=[CH:21][C:20]=1B(O)O.C([O-])(=O)C.[K+].BrC1C=CC2C(=CC=CC=2)N=1, predict the reaction product. The product is: [C:19]1([CH3:18])[CH:24]=[CH:23][CH:22]=[CH:21][C:20]=1[C:2]1[CH:3]=[C:4]2[C:9](=[CH:10][CH:11]=1)[N:8]=[CH:7][C:6]([CH:12]=[CH:13][C:14]([O:16][CH3:17])=[O:15])=[CH:5]2.